Dataset: NCI-60 drug combinations with 297,098 pairs across 59 cell lines. Task: Regression. Given two drug SMILES strings and cell line genomic features, predict the synergy score measuring deviation from expected non-interaction effect. (1) Drug 1: C1=CC(=C2C(=C1NCCNCCO)C(=O)C3=C(C=CC(=C3C2=O)O)O)NCCNCCO. Drug 2: CCN(CC)CCCC(C)NC1=C2C=C(C=CC2=NC3=C1C=CC(=C3)Cl)OC. Cell line: NCI-H226. Synergy scores: CSS=43.5, Synergy_ZIP=-0.347, Synergy_Bliss=1.87, Synergy_Loewe=-10.8, Synergy_HSA=5.18. (2) Drug 1: CC12CCC3C(C1CCC2=O)CC(=C)C4=CC(=O)C=CC34C. Drug 2: CNC(=O)C1=NC=CC(=C1)OC2=CC=C(C=C2)NC(=O)NC3=CC(=C(C=C3)Cl)C(F)(F)F. Cell line: T-47D. Synergy scores: CSS=44.4, Synergy_ZIP=-6.76, Synergy_Bliss=-2.56, Synergy_Loewe=-11.4, Synergy_HSA=-0.391. (3) Drug 1: CC1C(C(CC(O1)OC2CC(CC3=C2C(=C4C(=C3O)C(=O)C5=C(C4=O)C(=CC=C5)OC)O)(C(=O)CO)O)N)O.Cl. Drug 2: CC1CCCC2(C(O2)CC(NC(=O)CC(C(C(=O)C(C1O)C)(C)C)O)C(=CC3=CSC(=N3)C)C)C. Cell line: SF-295. Synergy scores: CSS=46.6, Synergy_ZIP=1.78, Synergy_Bliss=1.13, Synergy_Loewe=-25.0, Synergy_HSA=3.16. (4) Drug 1: CCCCCOC(=O)NC1=NC(=O)N(C=C1F)C2C(C(C(O2)C)O)O. Drug 2: CC=C1C(=O)NC(C(=O)OC2CC(=O)NC(C(=O)NC(CSSCCC=C2)C(=O)N1)C(C)C)C(C)C. Cell line: SNB-75. Synergy scores: CSS=29.5, Synergy_ZIP=-0.707, Synergy_Bliss=-1.89, Synergy_Loewe=-40.4, Synergy_HSA=-1.51.